From a dataset of Catalyst prediction with 721,799 reactions and 888 catalyst types from USPTO. Predict which catalyst facilitates the given reaction. (1) Reactant: [CH2:1]([C:4]1[CH:9]=[CH:8][C:7]([C:10]([C:15]2[CH:20]=[CH:19][C:18]([CH2:21][CH2:22][C:23](=[O:28])[C:24]([CH3:27])([CH3:26])[CH3:25])=[C:17]([CH3:29])[CH:16]=2)([CH2:13][CH3:14])[CH2:11][CH3:12])=[CH:6][C:5]=1[CH3:30])[CH:2]=[CH2:3].[BH4-].[Na+]. Product: [CH2:1]([C:4]1[CH:9]=[CH:8][C:7]([C:10]([C:15]2[CH:20]=[CH:19][C:18]([CH2:21][CH2:22][CH:23]([OH:28])[C:24]([CH3:27])([CH3:26])[CH3:25])=[C:17]([CH3:29])[CH:16]=2)([CH2:13][CH3:14])[CH2:11][CH3:12])=[CH:6][C:5]=1[CH3:30])[CH:2]=[CH2:3]. The catalyst class is: 14. (2) Reactant: [CH2:1]([O:8][C:9]1[C:14]([C:15]([C:23]2[C:24]([O:35]C)=[C:25]([C:29]3[CH:34]=[CH:33][CH:32]=[CH:31][CH:30]=3)[CH:26]=[CH:27][CH:28]=2)([C:17]2[CH:22]=[CH:21][CH:20]=[CH:19][CH:18]=2)O)=[CH:13][CH:12]=[CH:11][C:10]=1[C:37]1[CH:42]=[CH:41][CH:40]=[CH:39][CH:38]=1)C1C=CC=CC=1. Product: [CH3:1][O:8][C:9]1[C:14]([CH:15]([C:17]2[CH:18]=[CH:19][CH:20]=[CH:21][CH:22]=2)[C:23]2[CH:28]=[CH:27][CH:26]=[C:25]([C:29]3[CH:34]=[CH:33][CH:32]=[CH:31][CH:30]=3)[C:24]=2[OH:35])=[CH:13][CH:12]=[CH:11][C:10]=1[C:37]1[CH:42]=[CH:41][CH:40]=[CH:39][CH:38]=1. The catalyst class is: 10. (3) Reactant: [OH:1][C:2]1[CH:7]=[C:6]([OH:8])[C:5]([C:9]2[CH:14]=[CH:13][CH:12]=[C:11]([O:15][CH3:16])[CH:10]=2)=[C:4]([CH2:17][CH2:18][O:19][CH3:20])[C:3]=1[C:21](=O)[CH3:22].C(N(CC)CC)C.C(Cl)(=O)OC.[BH4-].[Na+].Cl. Product: [CH2:21]([C:3]1[C:2]([OH:1])=[CH:7][C:6]([OH:8])=[C:5]([C:9]2[CH:14]=[CH:13][CH:12]=[C:11]([O:15][CH3:16])[CH:10]=2)[C:4]=1[CH2:17][CH2:18][O:19][CH3:20])[CH3:22]. The catalyst class is: 193. (4) Reactant: [CH2:1]1[C:9]2[C:4](=[CH:5][CH:6]=[CH:7][CH:8]=2)[C:3]([C:10]([C:16]2[CH:21]=[CH:20][CH:19]=[CH:18][N:17]=2)([CH3:15])[CH2:11][CH2:12][CH:13]=[CH2:14])=[CH:2]1.C([Li])CCC.CCCCCC.O1CCCC1.O1CCCC1.O1CCCC1.[Cl-:48].[Cl-].[Cl-].[Cr+3:51]. Product: [Cl-:48].[Cl-:48].[N:17]1[CH:18]=[CH:19][CH:20]=[CH:21][C:16]=1[C:10]([C:3]1[C:4]2[C:9](=[CH:8][CH:7]=[CH:6][CH:5]=2)[CH:1]([Cr+2:51])[CH:2]=1)([CH3:15])[CH2:11][CH2:12][CH:13]=[CH2:14]. The catalyst class is: 7. (5) Reactant: [Cl:1][C:2]1[CH:7]=[C:6]([Cl:8])[CH:5]=[C:4]([CH3:9])[C:3]=1[OH:10].[Cl:11][C:12]1[CH:13]=[C:14]([C:19]2[C:31]([O:32][CH:33]([F:35])[F:34])=[CH:30][C:22]([C:23]([NH:25][S:26]([CH3:29])(=[O:28])=[O:27])=[O:24])=[C:21]([F:36])[CH:20]=2)[CH:15]=[N:16][C:17]=1F.C(=O)([O-])[O-].[Cs+].[Cs+]. Product: [Cl:11][C:12]1[CH:13]=[C:14]([C:19]2[C:31]([O:32][CH:33]([F:34])[F:35])=[CH:30][C:22]([C:23]([NH:25][S:26]([CH3:29])(=[O:27])=[O:28])=[O:24])=[C:21]([F:36])[CH:20]=2)[CH:15]=[N:16][C:17]=1[O:10][C:3]1[C:4]([CH3:9])=[CH:5][C:6]([Cl:8])=[CH:7][C:2]=1[Cl:1]. The catalyst class is: 16. (6) Reactant: N[O:2][C:3]1[CH:8]=[CH:7][CH:6]=[CH:5][CH:4]=1.[Cl:9][CH2:10][S:11](Cl)(=[O:13])=[O:12].[N:15]1C=CC=CC=1.Cl. Product: [Cl:9][CH2:10][S:11]([NH:15][C:4]1[CH:5]=[CH:6][CH:7]=[CH:8][C:3]=1[OH:2])(=[O:13])=[O:12]. The catalyst class is: 7. (7) Reactant: [Br:1][C:2]1[CH:3]=[C:4]2[C:9](=[CH:10][CH:11]=1)[C:8](=[O:12])[NH:7][C:6](=[O:13])/[C:5]/2=[CH:14]/OC.Cl.[NH2:18][CH:19]([C:21]1[CH:22]=[CH:23][C:24]([O:28][CH3:29])=[C:25]([OH:27])[CH:26]=1)[CH3:20].C(N(CC)CC)C. Product: [Br:1][C:2]1[CH:3]=[C:4]2[C:9](=[CH:10][CH:11]=1)[C:8](=[O:12])[NH:7][C:6](=[O:13])/[C:5]/2=[CH:14]\[NH:18][CH:19]([C:21]1[CH:22]=[CH:23][C:24]([O:28][CH3:29])=[C:25]([OH:27])[CH:26]=1)[CH3:20]. The catalyst class is: 9. (8) Reactant: [CH2:1]([N:8]1[CH:12]=[C:11]([C:13]2[CH:18]=[CH:17][N:16]=[C:15]([C:19]3[CH:24]=[C:23]([N:25]4[CH2:30][CH2:29][CH2:28][CH2:27][CH2:26]4)[CH:22]=[CH:21][C:20]=3[N+:31]([O-])=O)[CH:14]=2)[N:10]=[N:9]1)[C:2]1[CH:7]=[CH:6][CH:5]=[CH:4][CH:3]=1. Product: [CH2:1]([N:8]1[CH:12]=[C:11]([C:13]2[CH:18]=[CH:17][N:16]=[C:15]([C:19]3[CH:24]=[C:23]([N:25]4[CH2:30][CH2:29][CH2:28][CH2:27][CH2:26]4)[CH:22]=[CH:21][C:20]=3[NH2:31])[CH:14]=2)[N:10]=[N:9]1)[C:2]1[CH:3]=[CH:4][CH:5]=[CH:6][CH:7]=1. The catalyst class is: 19. (9) The catalyst class is: 1. Reactant: [N+:1]([C:4]1[CH:5]=[C:6]([CH:8]=[CH:9][CH:10]=1)[NH2:7])([O-:3])=[O:2].[C:11](O[C:11]([O:13][C:14]([CH3:17])([CH3:16])[CH3:15])=[O:12])([O:13][C:14]([CH3:17])([CH3:16])[CH3:15])=[O:12].N1C=CC(N)=CC=1. Product: [C:14]([O:13][C:11](=[O:12])[NH:7][C:6]1[CH:8]=[CH:9][CH:10]=[C:4]([N+:1]([O-:3])=[O:2])[CH:5]=1)([CH3:17])([CH3:16])[CH3:15].